Dataset: Reaction yield outcomes from USPTO patents with 853,638 reactions. Task: Predict the reaction yield, written as a fraction of the theoretical maximum amount of product (1.0 means a 100% yield; for example, 0.34 means a 34% yield). (1) The reactants are [F:1][C:2]1[CH:7]=[CH:6][CH:5]=[C:4]([F:8])[C:3]=1[N:9]1[C:14]2[N:15]=[C:16]([NH:27][CH2:28][CH2:29][C:30]([NH:32][OH:33])=[NH:31])[N:17]=[C:18]([C:19]3[CH:24]=[CH:23][C:22]([F:25])=[CH:21][C:20]=3[CH3:26])[C:13]=2[CH:12]=[CH:11][C:10]1=[O:34].N1C=CC=CC=1.Cl[C:42](OCC(CC)CCCC)=[O:43]. The catalyst is O. The product is [F:1][C:2]1[CH:7]=[CH:6][CH:5]=[C:4]([F:8])[C:3]=1[N:9]1[C:14]2[N:15]=[C:16]([NH:27][CH2:28][CH2:29][C:30]3[NH:31][C:42](=[O:43])[O:33][N:32]=3)[N:17]=[C:18]([C:19]3[CH:24]=[CH:23][C:22]([F:25])=[CH:21][C:20]=3[CH3:26])[C:13]=2[CH:12]=[CH:11][C:10]1=[O:34]. The yield is 0.280. (2) The catalyst is C(O)C. The product is [NH2:1][C:4]1[CH:5]=[CH:6][CH:7]=[C:8]2[C:12]=1[C:11](=[O:13])[N:10]([CH2:14][CH2:15][C:16]1[CH:25]=[CH:24][C:23]3[C:18](=[CH:19][CH:20]=[CH:21][CH:22]=3)[N:17]=1)[CH2:9]2. The yield is 0.390. The reactants are [N+:1]([C:4]1[CH:5]=[CH:6][CH:7]=[C:8]2[C:12]=1[C:11](=[O:13])[N:10]([CH2:14][CH2:15][C:16]1[CH:25]=[CH:24][C:23]3[C:18](=[CH:19][CH:20]=[CH:21][CH:22]=3)[N:17]=1)[CH2:9]2)([O-])=O. (3) The reactants are [Mg].Br[C:3]1[CH:8]=[CH:7][CH:6]=[CH:5][C:4]=1[C:9]1[CH:14]=[CH:13][CH:12]=[CH:11][CH:10]=1.[Br:15][C:16]1[CH:28]=[CH:27][C:26]2[C:25]3[C:20](=[CH:21][CH:22]=[CH:23][CH:24]=3)[C:19](=[O:29])[C:18]=2[CH:17]=1. The catalyst is C(OCC)C. The product is [C:4]1([C:9]2[CH:14]=[CH:13][CH:12]=[CH:11][CH:10]=2)[CH:5]=[CH:6][CH:7]=[CH:8][C:3]=1[C:19]1([OH:29])[C:18]2[CH:17]=[C:16]([Br:15])[CH:28]=[CH:27][C:26]=2[C:25]2[C:20]1=[CH:21][CH:22]=[CH:23][CH:24]=2. The yield is 0.900. (4) The reactants are [CH3:1][C:2]([S@:5]([NH2:7])=[O:6])([CH3:4])[CH3:3].O=[C:9]1[CH2:18][CH2:17][CH2:16][C:15]2[CH:14]=[C:13]([C:19]([O:21][CH3:22])=[O:20])[CH:12]=[CH:11][C:10]1=2.O.[CH2:24]1COCC1. The catalyst is C(Cl)Cl.[O-]CC.[Ti+4].[O-]CC.[O-]CC.[O-]CC. The product is [C:2]([S@:5](/[N:7]=[C:9]1/[C:10]2[CH:11]=[CH:12][C:13]([C:19]([O:21][CH2:22][CH3:24])=[O:20])=[CH:14][C:15]=2[CH2:16][CH2:17][CH2:18]/1)=[O:6])([CH3:4])([CH3:3])[CH3:1]. The yield is 0.650. (5) The reactants are [CH3:1][S:2]([O:5][CH2:6][C:7]1[CH:12]=[CH:11][C:10]([C:13]2(O)[CH2:16][O:15][CH2:14]2)=[CH:9][CH:8]=1)(=[O:4])=[O:3].C(N(S(F)(F)[F:24])CC)C. The catalyst is C(Cl)Cl. The product is [CH3:1][S:2]([O:5][CH2:6][C:7]1[CH:12]=[CH:11][C:10]([C:13]2([F:24])[CH2:16][O:15][CH2:14]2)=[CH:9][CH:8]=1)(=[O:4])=[O:3]. The yield is 0.200.